This data is from Full USPTO retrosynthesis dataset with 1.9M reactions from patents (1976-2016). The task is: Predict the reactants needed to synthesize the given product. Given the product [CH3:6][C:7]1[C:16]2[CH2:15][CH2:14][CH2:13][CH2:12][C:11]=2[N:10]2[N:17]=[C:18]([CH:20]=[O:21])[N:19]=[C:9]2[N:8]=1, predict the reactants needed to synthesize it. The reactants are: CS(C)=O.[Cl-].[CH3:6][C:7]1[C:16]2[CH2:15][CH2:14][CH2:13][CH2:12][C:11]=2[N:10]2[N:17]=[C:18]([CH2:20][OH:21])[N:19]=[C:9]2[N:8]=1.C(N(CC)CC)C.